This data is from Forward reaction prediction with 1.9M reactions from USPTO patents (1976-2016). The task is: Predict the product of the given reaction. (1) Given the reactants [CH:1]1([C:4]2[CH:5]=[CH:6][C:7]([C:15]([OH:17])=O)=[N:8][C:9]=2[O:10][CH2:11][CH:12]2[CH2:14][CH2:13]2)[CH2:3][CH2:2]1.[NH2:18][C@@:19]([CH3:25])([CH:22]([CH3:24])[CH3:23])[CH2:20][OH:21], predict the reaction product. The product is: [OH:21][CH2:20][C@:19]([NH:18][C:15]([C:7]1[CH:6]=[CH:5][C:4]([CH:1]2[CH2:2][CH2:3]2)=[C:9]([O:10][CH2:11][CH:12]2[CH2:13][CH2:14]2)[N:8]=1)=[O:17])([CH3:25])[CH:22]([CH3:24])[CH3:23]. (2) The product is: [Cl:24][C:19]1[CH:20]=[CH:21][CH:22]=[CH:23][C:18]=1[CH2:17][O:3][C:4]1[C:13]2[C:8](=[CH:9][CH:10]=[CH:11][CH:12]=2)[C:7]([CH:14]=[O:15])=[CH:6][CH:5]=1. Given the reactants [H-].[Na+].[OH:3][C:4]1[C:13]2[C:8](=[CH:9][CH:10]=[CH:11][CH:12]=2)[C:7]([CH:14]=[O:15])=[CH:6][CH:5]=1.Br[CH2:17][C:18]1[CH:23]=[CH:22][CH:21]=[CH:20][C:19]=1[Cl:24].Cl, predict the reaction product. (3) The product is: [CH3:16][O:15][C:14]1[CH:13]=[CH:12][C:7]([C:8]([O:10][CH3:11])=[O:9])=[CH:6][C:5]=1[S:2]([N:23]1[CH2:28][CH2:27][O:26][CH2:25][CH2:24]1)(=[O:4])=[O:3]. Given the reactants Cl[S:2]([C:5]1[CH:6]=[C:7]([CH:12]=[CH:13][C:14]=1[O:15][CH3:16])[C:8]([O:10][CH3:11])=[O:9])(=[O:4])=[O:3].N1C=CC=CC=1.[NH:23]1[CH2:28][CH2:27][O:26][CH2:25][CH2:24]1, predict the reaction product. (4) Given the reactants [F:1][C:2]1[CH:7]=[CH:6][CH:5]=[C:4]([F:8])[C:3]=1[S:9]([NH:12][C:13]1[CH:14]=[CH:15][C:16]([F:23])=[C:17]([CH:22]=1)[C:18]([O:20]C)=O)(=[O:11])=[O:10].[Cl-:24].[N:25]1C=CC=[N:27][CH:26]=1.[CH2:31]1[CH2:35]O[CH2:33][CH2:32]1, predict the reaction product. The product is: [Cl:24][C:26]1[N:27]=[C:31]([CH2:35][C:18]([C:17]2[CH:22]=[C:13]([NH:12][S:9]([C:3]3[C:2]([F:1])=[CH:7][CH:6]=[CH:5][C:4]=3[F:8])(=[O:11])=[O:10])[CH:14]=[CH:15][C:16]=2[F:23])=[O:20])[CH:32]=[CH:33][N:25]=1. (5) Given the reactants [OH:1][C@@:2]1([C:33]([F:36])([F:35])[F:34])[C:14]2[CH:13]=[C:12]([O:15][CH2:16][CH2:17][C:18]([OH:21])([CH3:20])[CH3:19])[CH:11]=[C:10]([C:22]3[CH:23]=[N:24][N:25]([C:27]([CH3:32])([CH3:31])[C:28]([OH:30])=O)[CH:26]=3)[C:9]=2[C:8]2[C:3]1=[CH:4][CH:5]=[CH:6][CH:7]=2.O[N:38]1C2C=CC=CC=2N=N1.C(N=C=NCCCN(C)C)C.N.Cl, predict the reaction product. The product is: [OH:1][C@@:2]1([C:33]([F:35])([F:34])[F:36])[C:14]2[CH:13]=[C:12]([O:15][CH2:16][CH2:17][C:18]([OH:21])([CH3:20])[CH3:19])[CH:11]=[C:10]([C:22]3[CH:23]=[N:24][N:25]([C:27]([CH3:32])([CH3:31])[C:28]([NH2:38])=[O:30])[CH:26]=3)[C:9]=2[C:8]2[C:3]1=[CH:4][CH:5]=[CH:6][CH:7]=2.